Dataset: Forward reaction prediction with 1.9M reactions from USPTO patents (1976-2016). Task: Predict the product of the given reaction. (1) The product is: [CH2:1]([O:4][C:5](=[O:25])[NH:6][C:7]1[CH:12]=[CH:11][CH:10]=[C:9]([C:13]2[N:37]=[C:36]([CH:35]([CH3:39])[CH3:34])[S:38][C:14]=2[C:15]2[CH:20]=[CH:19][N:18]=[C:17]([Cl:21])[N:16]=2)[C:8]=1[O:23][CH3:24])[CH:2]=[CH2:3]. Given the reactants [CH2:1]([O:4][C:5](=[O:25])[NH:6][C:7]1[CH:12]=[CH:11][CH:10]=[C:9]([C:13](=O)[CH2:14][C:15]2[CH:20]=[CH:19][N:18]=[C:17]([Cl:21])[N:16]=2)[C:8]=1[O:23][CH3:24])[CH:2]=[CH2:3].C1C(=O)N(Br)C(=O)C1.[CH3:34][CH:35]([CH3:39])[C:36](=[S:38])[NH2:37], predict the reaction product. (2) Given the reactants [CH2:1]([O:3][C:4]([N:6]1[CH2:11][CH2:10][N:9]([C:12](=[O:25])[C@@H:13]([NH:17][C:18]([O:20][C:21]([CH3:24])(C)C)=[O:19])[CH2:14][CH:15]=[CH2:16])[CH2:8][CH2:7]1)=[O:5])[CH3:2], predict the reaction product. The product is: [CH2:1]([O:3][C:4]([N:6]1[CH2:7][CH2:8][N:9]([C:12](=[O:25])[C@@H:13]([NH:17][C:18]([O:20][CH2:21][C:24]2[CH:16]=[CH:15][CH:14]=[CH:13][CH:12]=2)=[O:19])[CH2:14][CH:15]=[CH2:16])[CH2:10][CH2:11]1)=[O:5])[CH3:2]. (3) Given the reactants C([N:3]([CH2:13][CH3:14])[C:4](=[O:12])[C:5]1[CH:10]=[CH:9][CH:8]=[CH:7][C:6]=1[CH3:11])C.[CH3:15][N:16]1[CH2:21]C(C#N)=[CH:19][CH2:18][CH2:17]1, predict the reaction product. The product is: [CH3:15][N:16]1[CH2:21][C:14]([C:13]2[NH:3][C:4](=[O:12])[C:5]3[C:6]([CH:11]=2)=[CH:7][CH:8]=[CH:9][CH:10]=3)=[CH:19][CH2:18][CH2:17]1. (4) Given the reactants [CH3:1][C:2]1[N:3]=[C:4]2[N:9]([CH:10]=1)[C:8]1[CH:11]=[CH:12][CH:13]=[C:14]([CH2:15][CH:16]=C)[C:7]=1[O:6][CH2:5]2.C(OCC)(=[O:20])C.C1CCCCC1, predict the reaction product. The product is: [CH3:1][C:2]1[N:3]=[C:4]2[N:9]([CH:10]=1)[C:8]1[CH:11]=[CH:12][CH:13]=[C:14]([CH2:15][CH:16]=[O:20])[C:7]=1[O:6][CH2:5]2. (5) Given the reactants C(OC([N:8]1[CH2:13][CH2:12][CH:11]([O:14][C:15]2[C:24]3[C:19](=[CH:20][CH:21]=[CH:22][CH:23]=3)[C:18]([NH:25][C:26]([NH:28][C:29]3[N:30]([C:40]4[CH:45]=[CH:44][C:43]([CH3:46])=[CH:42][CH:41]=4)[N:31]=[C:32]([C:34]([CH2:38][F:39])([CH3:37])[CH2:35][F:36])[CH:33]=3)=[O:27])=[CH:17][N:16]=2)[CH2:10][CH2:9]1)=O)(C)(C)C.[ClH:47].O1CCOCC1, predict the reaction product. The product is: [ClH:47].[F:36][CH2:35][C:34]([C:32]1[CH:33]=[C:29]([NH:28][C:26]([NH:25][C:18]2[C:19]3[C:24](=[CH:23][CH:22]=[CH:21][CH:20]=3)[C:15]([O:14][CH:11]3[CH2:12][CH2:13][NH:8][CH2:9][CH2:10]3)=[N:16][CH:17]=2)=[O:27])[N:30]([C:40]2[CH:45]=[CH:44][C:43]([CH3:46])=[CH:42][CH:41]=2)[N:31]=1)([CH2:38][F:39])[CH3:37]. (6) Given the reactants [OH:1][C:2]1[C:11]([CH3:12])=[C:10]2[C:5]([C:6]([CH3:26])=[C:7]([CH2:14][N:15]3[C:19](=[O:20])[C:18]4=[CH:21][CH:22]=[CH:23][CH:24]=[C:17]4[C:16]3=[O:25])[C:8](=[O:13])[O:9]2)=[CH:4][CH:3]=1.C(=O)([O-])[O-].[K+].[K+].Cl[CH2:34][C:35](=[O:37])[CH3:36].CC(C)=O, predict the reaction product. The product is: [CH3:26][C:6]1[C:5]2[C:10](=[C:11]([CH3:12])[C:2]([O:1][CH2:34][C:35](=[O:37])[CH3:36])=[CH:3][CH:4]=2)[O:9][C:8](=[O:13])[C:7]=1[CH2:14][N:15]1[C:16](=[O:25])[C:17]2=[CH:24][CH:23]=[CH:22][CH:21]=[C:18]2[C:19]1=[O:20].